From a dataset of Forward reaction prediction with 1.9M reactions from USPTO patents (1976-2016). Predict the product of the given reaction. Given the reactants [Br:1][C:2]1[O:3][C:4]([C:11](Cl)=[O:12])=[C:5]([C:7]([F:10])([F:9])[F:8])[N:6]=1.[NH2:14][C:15]1[CH:16]=[CH:17][C:18]([N:21]2[CH2:26][CH2:25][N:24]([C:27]([NH:29][C:30]3[CH:35]=[CH:34][CH:33]=[CH:32][C:31]=3[F:36])=[O:28])[CH2:23][CH2:22]2)=[N:19][CH:20]=1.C(N(CC)CC)C, predict the reaction product. The product is: [Br:1][C:2]1[O:3][C:4]([C:11]([NH:14][C:15]2[CH:20]=[N:19][C:18]([N:21]3[CH2:22][CH2:23][N:24]([C:27](=[O:28])[NH:29][C:30]4[CH:35]=[CH:34][CH:33]=[CH:32][C:31]=4[F:36])[CH2:25][CH2:26]3)=[CH:17][CH:16]=2)=[O:12])=[C:5]([C:7]([F:10])([F:9])[F:8])[N:6]=1.